Dataset: Forward reaction prediction with 1.9M reactions from USPTO patents (1976-2016). Task: Predict the product of the given reaction. (1) Given the reactants [NH2:1][CH2:2][C:3]([NH:5][CH:6]1[CH2:9][N:8]([CH:10]2[CH2:15][CH2:14][C:13]([OH:24])([C:16]3[CH:17]=[N:18][C:19]([O:22][CH3:23])=[CH:20][CH:21]=3)[CH2:12][CH2:11]2)[CH2:7]1)=[O:4].[F:25][C:26]1[CH:27]=[C:28]([CH:32]=[C:33]([F:36])[C:34]=1[F:35])[C:29](O)=[O:30].CCN=C=NCCCN(C)C, predict the reaction product. The product is: [F:25][C:26]1[CH:27]=[C:28]([CH:32]=[C:33]([F:36])[C:34]=1[F:35])[C:29]([NH:1][CH2:2][C:3](=[O:4])[NH:5][CH:6]1[CH2:9][N:8]([CH:10]2[CH2:15][CH2:14][C:13]([OH:24])([C:16]3[CH:17]=[N:18][C:19]([O:22][CH3:23])=[CH:20][CH:21]=3)[CH2:12][CH2:11]2)[CH2:7]1)=[O:30]. (2) Given the reactants C([O:4][CH2:5][CH2:6][CH2:7][CH2:8][O:9][C:10]1[C:15]([Cl:16])=[CH:14][C:13]([O:17][CH2:18][CH:19]=[C:20]([Cl:22])[Cl:21])=[CH:12][C:11]=1[Cl:23])(=O)C.[OH-].[Na+].O.Cl, predict the reaction product. The product is: [Cl:22][C:20]([Cl:21])=[CH:19][CH2:18][O:17][C:13]1[CH:12]=[C:11]([Cl:23])[C:10]([O:9][CH2:8][CH2:7][CH2:6][CH2:5][OH:4])=[C:15]([Cl:16])[CH:14]=1.